Predict the product of the given reaction. From a dataset of Forward reaction prediction with 1.9M reactions from USPTO patents (1976-2016). (1) The product is: [CH:15]1([N:20]2[CH2:21][CH2:22][N:23]([C:10]([C@@H:8]3[CH2:9][C@H:7]3[C:1]3[CH:6]=[CH:5][CH:4]=[CH:3][CH:2]=3)=[O:11])[CH2:24][CH2:25]2)[CH2:16][CH2:17][CH2:18][CH2:19]1. Given the reactants [C:1]1([C@@H:7]2[CH2:9][C@H:8]2[C:10](Cl)=[O:11])[CH:6]=[CH:5][CH:4]=[CH:3][CH:2]=1.Cl.Cl.[CH:15]1([N:20]2[CH2:25][CH2:24][NH:23][CH2:22][CH2:21]2)[CH2:19][CH2:18][CH2:17][CH2:16]1, predict the reaction product. (2) Given the reactants [N+:1]([C:4]1[CH:12]=[CH:11][CH:10]=[C:9]2[C:5]=1[C:6](=[O:13])[NH:7][NH:8]2)([O-:3])=[O:2].[CH3:14]I.Cl, predict the reaction product. The product is: [CH3:14][N:8]1[C:9]2[C:5](=[C:4]([N+:1]([O-:3])=[O:2])[CH:12]=[CH:11][CH:10]=2)[C:6](=[O:13])[NH:7]1. (3) Given the reactants Br[CH2:2][C:3](=O)[CH2:4][C:5]([N:7]1[C:15]2[C:10](=[CH:11][C:12]([NH:16][C:17]([C:19]3[C:20]([C:25]4[CH:30]=[CH:29][C:28]([CH3:31])=[CH:27][CH:26]=4)=[CH:21][CH:22]=[CH:23][CH:24]=3)=[O:18])=[CH:13][CH:14]=2)[CH2:9][CH2:8]1)=[O:6].[NH2:33][C:34]([NH:36][C:37]([NH2:39])=[NH:38])=[S:35].C(OCC)(=O)C.C(=O)([O-])[O-].[K+].[K+], predict the reaction product. The product is: [NH2:39][C:37]([NH:36][C:34]1[S:35][CH:2]=[C:3]([CH2:4][C:5]([N:7]2[C:15]3[C:10](=[CH:11][C:12]([NH:16][C:17]([C:19]4[C:20]([C:25]5[CH:30]=[CH:29][C:28]([CH3:31])=[CH:27][CH:26]=5)=[CH:21][CH:22]=[CH:23][CH:24]=4)=[O:18])=[CH:13][CH:14]=3)[CH2:9][CH2:8]2)=[O:6])[N:33]=1)=[NH:38]. (4) Given the reactants [C:1]12([NH2:11])[CH2:10][CH:5]3[CH2:6][CH:7]([CH2:9][CH:3]([CH2:4]3)[CH2:2]1)[CH2:8]2.[CH:12]1([C:15]2[CH:16]=[C:17]([CH:20]=O)[S:18][CH:19]=2)[CH2:14][CH2:13]1, predict the reaction product. The product is: [CH:12]1([C:15]2[CH:16]=[C:17]([CH2:20][NH:11][C:1]34[CH2:8][CH:7]5[CH2:6][CH:5]([CH2:4][CH:3]([CH2:9]5)[CH2:2]3)[CH2:10]4)[S:18][CH:19]=2)[CH2:14][CH2:13]1. (5) Given the reactants [Br:1][C:2]1[CH:3]=[CH:4][C:5]2[N:9]=[N:8][N:7]([CH2:10][C:11]3[N:16]=[N:15][C:14]([NH2:17])=[CH:13][CH:12]=3)[C:6]=2[CH:18]=1.Br[CH2:20][C:21](=O)[C:22]([O:24][CH2:25][CH3:26])=[O:23].C([O-])(O)=O.[Na+].CC1C=CC(S(O)(=O)=O)=CC=1, predict the reaction product. The product is: [Br:1][C:2]1[CH:3]=[CH:4][C:5]2[N:9]=[N:8][N:7]([CH2:10][C:11]3[CH:12]=[CH:13][C:14]4[N:15]([CH:20]=[C:21]([C:22]([O:24][CH2:25][CH3:26])=[O:23])[N:17]=4)[N:16]=3)[C:6]=2[CH:18]=1. (6) Given the reactants [CH3:1][O:2][C:3]([C:5]1[CH:14]=[C:13]([O:15][CH2:16][C:17]([O:19]C(C)(C)C)=[O:18])[C:12]2[C:7](=[CH:8][C:9]([Cl:25])=[CH:10][C:11]=2[Cl:24])[CH:6]=1)=[O:4].C(O)(C(F)(F)F)=O.C(Cl)(Cl)Cl, predict the reaction product. The product is: [CH3:1][O:2][C:3]([C:5]1[CH:14]=[C:13]([O:15][CH2:16][C:17]([OH:19])=[O:18])[C:12]2[C:7](=[CH:8][C:9]([Cl:25])=[CH:10][C:11]=2[Cl:24])[CH:6]=1)=[O:4].